Dataset: Catalyst prediction with 721,799 reactions and 888 catalyst types from USPTO. Task: Predict which catalyst facilitates the given reaction. (1) Reactant: [NH2:1][CH2:2][C@H:3]1[CH2:8][CH2:7][N:6]([C:9]([O:11][C:12]([CH3:15])([CH3:14])[CH3:13])=[O:10])[CH2:5][C@H:4]1[OH:16].[NH2:17][C:18]1[C:23]2[CH2:24][CH2:25][O:26][C:22]=2[C:21]([C:27](N2C=CN=C2)=[O:28])=[CH:20][C:19]=1[Cl:34]. The catalyst class is: 10. Product: [NH2:17][C:18]1[C:23]2[CH2:24][CH2:25][O:26][C:22]=2[C:21]([C:27]([NH:1][CH2:2][C@H:3]2[CH2:8][CH2:7][N:6]([C:9]([O:11][C:12]([CH3:13])([CH3:15])[CH3:14])=[O:10])[CH2:5][C@H:4]2[OH:16])=[O:28])=[CH:20][C:19]=1[Cl:34]. (2) Reactant: FC(F)(F)C(O)=O.[NH2:8][C:9]1[C:18]2[N:19]=[C:20]3[CH2:25][N:24](C(OC(C)(C)C)=O)[CH2:23][CH2:22][N:21]3[C:17]=2[C:16]2[C:11](=[CH:12][C:13]([O:33][CH2:34][C:35]3[CH:40]=[CH:39][CH:38]=[CH:37][CH:36]=3)=[CH:14][CH:15]=2)[N:10]=1. Product: [CH2:34]([O:33][C:13]1[CH:12]=[C:11]2[C:16]([C:17]3[N:21]4[CH2:22][CH2:23][NH:24][CH2:25][C:20]4=[N:19][C:18]=3[C:9]([NH2:8])=[N:10]2)=[CH:15][CH:14]=1)[C:35]1[CH:36]=[CH:37][CH:38]=[CH:39][CH:40]=1. The catalyst class is: 4. (3) Reactant: I[C:2]1[CH:7]=[CH:6][C:5]([I:8])=[CH:4][CH:3]=1.[Li]CCCC.[O:14]1[C:18]2([CH2:23][CH2:22][C:21](=[O:24])[CH2:20][CH2:19]2)[O:17][CH2:16][CH2:15]1. Product: [I:8][C:5]1[CH:6]=[CH:7][C:2]([C:21]2([OH:24])[CH2:22][CH2:23][C:18]3([O:17][CH2:16][CH2:15][O:14]3)[CH2:19][CH2:20]2)=[CH:3][CH:4]=1. The catalyst class is: 1. (4) Reactant: [Cl:1][C:2]1[C:9]([CH3:10])=[C:8]([C:11]2[C@@H:12]([O:20][CH2:21][CH2:22][O:23][CH3:24])[C@@H:13]3[C@@H:18](O)[CH2:17][CH2:16][N:14]3[N:15]=2)[CH:7]=[CH:6][C:3]=1[C:4]#[N:5].CCN(S(F)(F)[F:31])CC. Product: [Cl:1][C:2]1[C:9]([CH3:10])=[C:8]([C:11]2[C@@H:12]([O:20][CH2:21][CH2:22][O:23][CH3:24])[C@@H:13]3[C@H:18]([F:31])[CH2:17][CH2:16][N:14]3[N:15]=2)[CH:7]=[CH:6][C:3]=1[C:4]#[N:5]. The catalyst class is: 34. (5) Reactant: [CH3:1][O:2][C:3]1[N:8]=[CH:7][C:6]([C:9]2[CH:10]=[C:11]3[C:16](=[CH:17][CH:18]=2)[N:15]=[CH:14][N:13]=[C:12]3[C:19]2[CH:20]=[C:21]([CH:25]=[CH:26][CH:27]=2)[C:22]([OH:24])=O)=[CH:5][CH:4]=1.CN(C(ON1N=NC2C=CC=CC1=2)=[N+](C)C)C.F[P-](F)(F)(F)(F)F.CCN(C(C)C)C(C)C.C(OC([N:68]1[CH2:73][CH2:72][NH:71][C@H:70]([CH3:74])[CH2:69]1)=O)(C)(C)C. Product: [CH3:1][O:2][C:3]1[N:8]=[CH:7][C:6]([C:9]2[CH:10]=[C:11]3[C:16](=[CH:17][CH:18]=2)[N:15]=[CH:14][N:13]=[C:12]3[C:19]2[CH:20]=[C:21]([C:22]([N:71]3[CH2:72][CH2:73][NH:68][CH2:69][C@H:70]3[CH3:74])=[O:24])[CH:25]=[CH:26][CH:27]=2)=[CH:5][CH:4]=1. The catalyst class is: 3. (6) Reactant: [Cl:1][C:2]1[CH:7]=[CH:6][CH:5]=[CH:4][C:3]=1[C:8]1[N:17]=[C:16]([N:18]2[CH2:23][CH2:22][N:21]([CH3:24])[CH2:20][CH2:19]2)[C:15]2[C:10](=[CH:11][CH:12]=[C:13]([C:25]([O:27]C)=[O:26])[CH:14]=2)[N:9]=1.[Li+].[OH-]. Product: [Cl:1][C:2]1[CH:7]=[CH:6][CH:5]=[CH:4][C:3]=1[C:8]1[N:17]=[C:16]([N:18]2[CH2:23][CH2:22][N:21]([CH3:24])[CH2:20][CH2:19]2)[C:15]2[C:10](=[CH:11][CH:12]=[C:13]([C:25]([OH:27])=[O:26])[CH:14]=2)[N:9]=1. The catalyst class is: 5. (7) Reactant: [CH3:1][O:2][C:3]1[CH:4]=[C:5]([C:11](=O)[CH2:12][C:13]2[CH:18]=[CH:17][CH:16]=[CH:15][CH:14]=2)[CH:6]=[CH:7][C:8]=1[O:9][CH3:10].[CH2:20]([O:22][C:23]1[CH:24]=[C:25]([CH:28]=[C:29]([N+:32]([O-:34])=[O:33])[C:30]=1[OH:31])[CH:26]=O)[CH3:21].[NH2:35][C:36]([NH2:38])=[O:37].Cl. Product: [CH3:1][O:2][C:3]1[CH:4]=[C:5]([C:11]2[NH:38][C:36](=[O:37])[NH:35][CH:26]([C:25]3[CH:28]=[C:29]([N+:32]([O-:34])=[O:33])[C:30]([OH:31])=[C:23]([O:22][CH2:20][CH3:21])[CH:24]=3)[C:12]=2[C:13]2[CH:18]=[CH:17][CH:16]=[CH:15][CH:14]=2)[CH:6]=[CH:7][C:8]=1[O:9][CH3:10]. The catalyst class is: 14.